This data is from Peptide-MHC class II binding affinity with 134,281 pairs from IEDB. The task is: Regression. Given a peptide amino acid sequence and an MHC pseudo amino acid sequence, predict their binding affinity value. This is MHC class II binding data. (1) The peptide sequence is YDKFLANVSTVLTLK. The MHC is DRB1_0405 with pseudo-sequence DRB1_0405. The binding affinity (normalized) is 0.730. (2) The peptide sequence is KKPDFILATDIAEMG. The MHC is DRB3_0101 with pseudo-sequence DRB3_0101. The binding affinity (normalized) is 0.640. (3) The binding affinity (normalized) is 0.558. The peptide sequence is SYTIVSSLGVDDVGT. The MHC is DRB1_1101 with pseudo-sequence DRB1_1101. (4) The peptide sequence is TLTYRMLEPTRVVNW. The MHC is DRB1_1301 with pseudo-sequence DRB1_1301. The binding affinity (normalized) is 0.616. (5) The peptide sequence is LQPETFAVVDLNKMR. The MHC is DRB1_0301 with pseudo-sequence DRB1_0301. The binding affinity (normalized) is 0.236. (6) The peptide sequence is ENVLISPVSILSTLS. The MHC is DRB1_0701 with pseudo-sequence DRB1_0701. The binding affinity (normalized) is 0.463. (7) The peptide sequence is IGLVTQTINDFYFVI. The MHC is DRB1_0802 with pseudo-sequence DRB1_0802. The binding affinity (normalized) is 0.0436. (8) The peptide sequence is EGAIVGEISPLPSLPGHTD. The MHC is DRB1_0401 with pseudo-sequence DRB1_0401. The binding affinity (normalized) is 0.756. (9) The peptide sequence is LGALTGTYVYNHLTPLRDWA. The MHC is DRB1_0301 with pseudo-sequence DRB1_0301. The binding affinity (normalized) is 0.418. (10) The peptide sequence is APQLPDDLMIRVIAQ. The MHC is HLA-DQA10104-DQB10503 with pseudo-sequence HLA-DQA10104-DQB10503. The binding affinity (normalized) is 0.0567.